From a dataset of Full USPTO retrosynthesis dataset with 1.9M reactions from patents (1976-2016). Predict the reactants needed to synthesize the given product. (1) Given the product [CH:10]1([N:14]2[CH2:15][CH2:16][C:17]3[CH:24]=[CH:23][C:22]([O:25][C:2]4[S:3][C:4]([N+:7]([O-:9])=[O:8])=[CH:5][CH:6]=4)=[CH:21][C:18]=3[CH2:19][CH2:20]2)[CH2:13][CH2:12][CH2:11]1, predict the reactants needed to synthesize it. The reactants are: Br[C:2]1[S:3][C:4]([N+:7]([O-:9])=[O:8])=[CH:5][CH:6]=1.[CH:10]1([N:14]2[CH2:20][CH2:19][C:18]3[CH:21]=[C:22]([OH:25])[CH:23]=[CH:24][C:17]=3[CH2:16][CH2:15]2)[CH2:13][CH2:12][CH2:11]1.C(=O)([O-])[O-].[K+].[K+]. (2) Given the product [Cl:9][C:10]1[CH:15]=[CH:14][CH:13]=[CH:12][C:11]=1[CH2:16][N:17]1[C:18]([OH:38])=[C:19]([C:34]([NH:8][CH2:7][CH:2]2[CH2:3][O:4][CH2:5][CH2:6][O:1]2)=[O:35])[C:20]([OH:33])=[C:21]([C:24]([NH:26][CH2:27][C:28]([OH:30])=[O:29])=[O:25])[C:22]1=[O:23], predict the reactants needed to synthesize it. The reactants are: [O:1]1[CH2:6][CH2:5][O:4][CH2:3][CH:2]1[CH2:7][NH2:8].[Cl:9][C:10]1[CH:15]=[CH:14][CH:13]=[CH:12][C:11]=1[CH2:16][N:17]1[C:22](=[O:23])[C:21]([C:24]([NH:26][CH2:27][C:28]([O:30]CC)=[O:29])=[O:25])=[C:20]([OH:33])[C:19]([C:34](OC)=[O:35])=[C:18]1[OH:38].